From a dataset of Experimentally validated miRNA-target interactions with 360,000+ pairs, plus equal number of negative samples. Binary Classification. Given a miRNA mature sequence and a target amino acid sequence, predict their likelihood of interaction. (1) The miRNA is hsa-miR-29b-1-5p with sequence GCUGGUUUCAUAUGGUGGUUUAGA. The protein sequence of the target gene is MMFRSDRMWSCHWKWKPSPLLFLFALYIMCVPHSVWGCANCRVVLSNPSGTFTSPCYPNDYPNSQACMWTLRAPTGYIIQITFNDFDIEEAPNCIYDSLSLDNGESQTKFCGATAKGLSFNSSANEMHVSFSSDFSIQKKGFNASYIRVAVSLRNQKVILPQTSDAYQVSVAKSISIPELSAFTLCFEATKVGHEDSDWTAFSYSNASFTQLLSFGKAKSGYFLSISDSKCLLNNALPVKEKEDIFAESFEQLCLVWNNSLGSIGVNFKRNYETVPCDSTISKVIPGNGKLLLGSNQNEI.... Result: 0 (no interaction). (2) The miRNA is hsa-miR-1468-3p with sequence AGCAAAAUAAGCAAAUGGAAAA. The protein sequence of the target gene is MVAAPCARRLARRSHSALLAALMVLLLHTLVVWNFSSLDSGAGEQRRAGAAAGAAEQQQPAAPRRERRDLAAHLPAARGGPGGRAGGGGARGGGPGGARAQQPASRGALASRARDPQPSPLITLETQDGYFSHRPKEKVRTDSNNENSVPKDFENVDNSNFAPRTQKQKHQPELAKKPPSRQKEHLQRKLDALDKRQGQSVLGKGPKEVLPPREKATGNSSQGKDLSRHSHARKSGGGGSPETKSDQAPKCDISGKEAISALTRAKSKHCRQEIAETYCRHKLGLLMPEKVARFCPLKGK.... Result: 0 (no interaction). (3) The miRNA is hsa-miR-4425 with sequence UGUUGGGAUUCAGCAGGACCAU. The protein sequence of the target gene is MSNVNLSVSDFWRVMMRVCWLVRQDSRHQRIRLPHLEAVVIGRGPETKITDKKCSRQQVQLKAECNKGYVKVKQVGVNPTSIDSVVIGKDQEVKLQPGQVLHMVNELYPYIVEFEEEAKNPGLETHRKRKRSGNSDSIERDAAQEAEAGTGLEPGSNSGQCSVPLKKGKDAPIKKESLGHWSQGLKISMQDPKMQVYKDEQVVVIKDKYPKARYHWLVLPWTSISSLKAVAREHLELLKHMHTVGEKVIVDFAGSSKLRFRLGYHAIPSMSHVHLHVISQDFDSPCLKNKKHWNSFNTEY.... Result: 0 (no interaction). (4) The miRNA is mmu-miR-665-3p with sequence ACCAGGAGGCUGAGGUCCCU. The protein sequence of the target gene is MQLKIMPKKKHLSAGGVPLILFLCQMISALDVPLDLVQPPTITQQSPKDYIIDPRENIVIQCEAKGKPPPSFSWTRNGTHFDIDKDPLVTMKPGSGTLVINIMSEGKAETYEGVYQCTARNERGAAVSNNIVVRPSRSPLWTKERLEPIVLQNGQSLVLPCRPPIGLPPAIIFWMDNSFQRLPQSERVSQGLNGDLYFSNVLPEDTREDYICYARFNHTQTIQQKQPISLKVISVDELNDTIAANLSDTEFYGAKSSKERPPTFLTPEGNESHKEELRGNVLSLECIAEGLPTPIIYWIK.... Result: 1 (interaction). (5) The miRNA is hsa-miR-3978 with sequence GUGGAAAGCAUGCAUCCAGGGUGU. The protein sequence of the target gene is MVMEVGILDAGGLRALLREGAAQCLLLDCRSFFAFNAGHIAGSVNVRFSTIVRRRAKGAMGLEHIVPNAELRGRLLAGAYHAVVLLDERSASLDGAKRDGTLALAAGALCREARSTQVFFLQGGYEAFSASCPELCSKQSTPTGLSLPLSTSVPDSAESGCSSCSTPLYDQGGPVEILSFLYLGSAYHASRKDMLDALGITALINVSANCPNHFEGHYQYKSIPVEDNHKADISSWFNEAIDFIDSIKDAGGRVFVHCQAGISRSATICLAYLMRTNRVKLDEAFEFVKQRRSIISPNFS.... Result: 0 (no interaction). (6) The miRNA is mmu-miR-465a-3p with sequence GAUCAGGGCCUUUCUAAGUAGA. The protein sequence of the target gene is MIVFIFLAMGLSLENEYTSQTNNCTYLREQCLRDANGCKHAWRVMEDACNDSDPGDPCKMRNSSYCNLSIQYLVESNFQFKECLCTDDFYCTVNKLLGKKCINKSDNVKEDKFKWNLTTRSHHGFKGMWSCLEVAEACVGDVVCNAQLASYLKACSANGNPCDLKQCQAAIRFFYQNIPFNIAQMLAFCDCAQSDIPCQQSKEALHSKTCAVNMVPPPTCLSVIRSCQNDELCRRHYRTFQSKCWQRVTRKCHEDENCISTLSKQDLTCSGSDDCKAAYIDILGTVLQVQCTCRTITQSE.... Result: 0 (no interaction).